This data is from CYP3A4 inhibition data for predicting drug metabolism from PubChem BioAssay. The task is: Regression/Classification. Given a drug SMILES string, predict its absorption, distribution, metabolism, or excretion properties. Task type varies by dataset: regression for continuous measurements (e.g., permeability, clearance, half-life) or binary classification for categorical outcomes (e.g., BBB penetration, CYP inhibition). Dataset: cyp3a4_veith. (1) The molecule is Cl.N/C(=N\O)C1COc2ccccc2O1. The result is 0 (non-inhibitor). (2) The compound is CC(=O)Nc1sc2c(c1C(N)=O)CCCC2. The result is 0 (non-inhibitor). (3) The molecule is Sc1ccc2ccccc2c1CNCc1ccccc1. The result is 0 (non-inhibitor). (4) The drug is N#Cc1cccc(NC(=O)N2CC[C@@]3(CCCN(C(=O)c4cnccn4)C3)C2)c1. The result is 1 (inhibitor).